Dataset: Reaction yield outcomes from USPTO patents with 853,638 reactions. Task: Predict the reaction yield, written as a fraction of the theoretical maximum amount of product (1.0 means a 100% yield; for example, 0.34 means a 34% yield). (1) The reactants are C[O:2][C:3](=[O:26])[CH2:4][S:5][CH2:6][CH2:7][CH2:8][S:9][C@H:10]1[C:14](=[O:15])[CH2:13][C@@H:12]([OH:16])[C@@H:11]1/[CH:17]=[CH:18]/[C@@H:19]([OH:25])[CH2:20][CH2:21][CH2:22][CH2:23][CH3:24].P([O-])([O-])([O-])=O. The catalyst is CC#N. The product is [OH:16][C@@H:12]1[CH2:13][C:14](=[O:15])[C@H:10]([S:9][CH2:8][CH2:7][CH2:6][S:5][CH2:4][C:3]([OH:26])=[O:2])[C@H:11]1/[CH:17]=[CH:18]/[C@@H:19]([OH:25])[CH2:20][CH2:21][CH2:22][CH2:23][CH3:24]. The yield is 0.110. (2) The reactants are [Cl:1][C:2]1[N:11]=[C:10](Cl)[C:9]2[C:4](=[CH:5][C:6]([O:15][CH3:16])=[C:7]([O:13][CH3:14])[CH:8]=2)[N:3]=1.C(N(CC)CC)C.[C:24]([O:28][C:29]([N:31]1[CH2:36][CH2:35][NH:34][CH2:33][CH2:32]1)=[O:30])([CH3:27])([CH3:26])[CH3:25].[Cl-].[Na+]. The catalyst is CN(C)C=O.O. The product is [C:24]([O:28][C:29]([N:31]1[CH2:36][CH2:35][N:34]([C:10]2[C:9]3[C:4](=[CH:5][C:6]([O:15][CH3:16])=[C:7]([O:13][CH3:14])[CH:8]=3)[N:3]=[C:2]([Cl:1])[N:11]=2)[CH2:33][CH2:32]1)=[O:30])([CH3:27])([CH3:25])[CH3:26]. The yield is 0.980. (3) The reactants are [NH:1]1[CH:5]=[C:4]([CH:6]2[CH2:11][CH2:10][NH:9][CH2:8][CH2:7]2)[N:3]=[CH:2]1.Cl.CCN([CH:19]([CH3:21])[CH3:20])C(C)C.[Br:22][C:23]1[CH:28]=[CH:27][CH:26]=[CH:25][C:24]=1[S:29](Cl)(=[O:31])=[O:30]. The catalyst is C(#N)C. The product is [Br:22][C:23]1[CH:28]=[CH:27][CH:26]=[CH:25][C:24]=1[S:29]([N:9]1[CH2:10][CH2:11][CH:6]([C:4]2[N:3]=[CH:2][N:1]([S:29]([C:20]3[CH:19]=[CH:21][CH:25]=[CH:24][C:23]=3[Br:22])(=[O:31])=[O:30])[CH:5]=2)[CH2:7][CH2:8]1)(=[O:31])=[O:30]. The yield is 0.920. (4) The reactants are [Cl:1][C:2]1[CH:7]=[CH:6][CH:5]=[C:4]([F:8])[C:3]=1[C:9]1[C:13]([C:14]([OH:16])=[O:15])=[C:12]([C:17]2[CH:18]=[N:19][N:20]([C:26]3[CH:31]=[CH:30][CH:29]=[CH:28][C:27]=3[F:32])[C:21]=2[C:22]([F:25])([F:24])[F:23])[O:11][N:10]=1.[F-].[Cs+].I[CH:36]([CH3:38])[CH3:37]. The catalyst is C(#N)C.ClCCl. The product is [Cl:1][C:2]1[CH:7]=[CH:6][CH:5]=[C:4]([F:8])[C:3]=1[C:9]1[C:13]([C:14]([O:16][CH:36]([CH3:38])[CH3:37])=[O:15])=[C:12]([C:17]2[CH:18]=[N:19][N:20]([C:26]3[CH:31]=[CH:30][CH:29]=[CH:28][C:27]=3[F:32])[C:21]=2[C:22]([F:24])([F:25])[F:23])[O:11][N:10]=1. The yield is 0.790. (5) The reactants are [Li+].[OH-].[Cl:3][C:4]1[CH:38]=[CH:37][CH:36]=[C:35]([Cl:39])[C:5]=1[C:6]([NH:8][C@H:9]([C:31]([O:33]C)=[O:32])[CH2:10][C:11]1[CH:16]=[CH:15][C:14]([NH:17][C:18](=[O:30])[CH2:19][C:20]2[CH:29]=[CH:28][C:27]3[CH2:26][CH2:25][CH2:24][NH:23][C:22]=3[N:21]=2)=[CH:13][CH:12]=1)=[O:7]. The catalyst is CC(N(C)C)=O. The product is [Cl:39][C:35]1[CH:36]=[CH:37][CH:38]=[C:4]([Cl:3])[C:5]=1[C:6]([NH:8][C@H:9]([C:31]([OH:33])=[O:32])[CH2:10][C:11]1[CH:12]=[CH:13][C:14]([NH:17][C:18](=[O:30])[CH2:19][C:20]2[CH:29]=[CH:28][C:27]3[CH2:26][CH2:25][CH2:24][NH:23][C:22]=3[N:21]=2)=[CH:15][CH:16]=1)=[O:7]. The yield is 0.500. (6) The reactants are [CH3:1][NH:2][CH:3]1[CH2:16][C:15]2[C:6]([CH3:25])([CH:7]3[CH:12]([CH2:13][CH:14]=2)[CH:11]2[CH2:17][CH2:18][CH:19]4[CH:20]([CH3:24])[N:21]([CH3:23])[CH2:22][C:10]24[CH2:9][CH2:8]3)[CH2:5][CH2:4]1.[CH:26]([C:29]1[S:30][C:31]([C:35](O)=[O:36])=[C:32]([CH3:34])[N:33]=1)([CH3:28])[CH3:27].Cl.CN(C)CCCN=C=NCC.ON1C2C=CC=CC=2N=N1. The catalyst is ClCCl. The product is [CH3:1][N:2]([CH:3]1[CH2:16][C:15]2[C:6]([CH3:25])([CH:7]3[CH:12]([CH2:13][CH:14]=2)[CH:11]2[CH2:17][CH2:18][CH:19]4[CH:20]([CH3:24])[N:21]([CH3:23])[CH2:22][C:10]24[CH2:9][CH2:8]3)[CH2:5][CH2:4]1)[C:35]([C:31]1[S:30][C:29]([CH:26]([CH3:27])[CH3:28])=[N:33][C:32]=1[CH3:34])=[O:36]. The yield is 0.590. (7) The reactants are [C:1]([O:9][CH2:10][C@@H:11]1[C@@H:15]([F:16])[C@:14]([OH:18])([CH3:17])[C@H:13]([O:19][CH3:20])[O:12]1)(=[O:8])[C:2]1[CH:7]=[CH:6][CH:5]=[CH:4][CH:3]=1.[C:21](Cl)(=[O:28])[C:22]1[CH:27]=[CH:26][CH:25]=[CH:24][CH:23]=1. The catalyst is N1C=CC=CC=1. The product is [C:1]([O:9][CH2:10][C@@H:11]1[C@@H:15]([F:16])[C@@:14]([O:18][C:21](=[O:28])[C:22]2[CH:27]=[CH:26][CH:25]=[CH:24][CH:23]=2)([CH3:17])[C@H:13]([O:19][CH3:20])[O:12]1)(=[O:8])[C:2]1[CH:3]=[CH:4][CH:5]=[CH:6][CH:7]=1.[C:1]([O:9][CH2:10][C@@H:11]1[C@@H:15]([F:16])[C@:14]([O:18][C:21](=[O:28])[C:22]2[CH:27]=[CH:26][CH:25]=[CH:24][CH:23]=2)([CH3:17])[C@H:13]([O:19][CH3:20])[O:12]1)(=[O:8])[C:2]1[CH:3]=[CH:4][CH:5]=[CH:6][CH:7]=1. The yield is 0.600.